Dataset: Reaction yield outcomes from USPTO patents with 853,638 reactions. Task: Predict the reaction yield, written as a fraction of the theoretical maximum amount of product (1.0 means a 100% yield; for example, 0.34 means a 34% yield). (1) The reactants are [NH2:1][C:2]1[CH:3]=[C:4]([C:8]2[C:16]3[C:11](=[CH:12][CH:13]=[C:14]([C:17]([NH2:19])=[O:18])[CH:15]=3)[N:10](C3CCCCO3)[N:9]=2)[CH:5]=[CH:6][CH:7]=1.[F:26][C:27]1[CH:32]=[CH:31][C:30]([CH2:33][CH2:34][C:35](O)=[O:36])=[CH:29][CH:28]=1.CCN=C=NCCCN(C)C. No catalyst specified. The product is [F:26][C:27]1[CH:28]=[CH:29][C:30]([CH2:33][CH2:34][C:35]([NH:1][C:2]2[CH:3]=[C:4]([C:8]3[C:16]4[C:11](=[CH:12][CH:13]=[C:14]([C:17]([NH2:19])=[O:18])[CH:15]=4)[NH:10][N:9]=3)[CH:5]=[CH:6][CH:7]=2)=[O:36])=[CH:31][CH:32]=1. The yield is 0.0900. (2) The reactants are CS(Cl)(=O)=O.O[CH2:7][C:8]#[C:9][C:10]1[CH:15]=[CH:14][C:13]([S:16]([NH:19][CH2:20][C:21]2[CH:35]=[CH:34][C:24]([C:25]([NH:27][C:28]3[CH:29]=[N:30][CH:31]=[CH:32][CH:33]=3)=[O:26])=[CH:23][CH:22]=2)(=[O:18])=[O:17])=[CH:12][CH:11]=1.CCN(CC)CC.[NH:43]1[CH2:48][CH2:47][O:46][CH2:45][CH2:44]1.S([O-])(=O)(=O)C. The catalyst is C1COCC1.CCOC(C)=O. The product is [N:43]1([CH2:7][C:8]#[C:9][C:10]2[CH:11]=[CH:12][C:13]([S:16]([NH:19][CH2:20][C:21]3[CH:22]=[CH:23][C:24]([C:25]([NH:27][C:28]4[CH:29]=[N:30][CH:31]=[CH:32][CH:33]=4)=[O:26])=[CH:34][CH:35]=3)(=[O:17])=[O:18])=[CH:14][CH:15]=2)[CH2:48][CH2:47][O:46][CH2:45][CH2:44]1. The yield is 0.470. (3) The reactants are [CH2:1]([O:4][CH2:5][CH2:6][CH2:7][CH2:8][C:9]1[CH:14]=[CH:13][CH:12]=[CH:11][CH:10]=1)[CH:2]=[CH2:3].B1C2CCCC1CCC2.[OH-:24].[Na+].OO. The catalyst is C1COCC1. The product is [C:9]1([CH2:8][CH2:7][CH2:6][CH2:5][O:4][CH2:1][CH2:2][CH2:3][OH:24])[CH:10]=[CH:11][CH:12]=[CH:13][CH:14]=1. The yield is 0.550.